This data is from Forward reaction prediction with 1.9M reactions from USPTO patents (1976-2016). The task is: Predict the product of the given reaction. (1) Given the reactants I[C:2]1[CH:9]=[CH:8][C:5]([C:6]#[N:7])=[C:4]([O:10][CH3:11])[CH:3]=1.[CH2:12]([CH:14]1[NH:18][C:17](=[O:19])[C:16]([CH3:21])([CH3:20])[C:15]1=[O:22])[CH3:13].C(=O)([O-])[O-].[Cs+].[Cs+].C1(P(C2C=CC=CC=2)C2C3OC4C(=CC=CC=4P(C4C=CC=CC=4)C4C=CC=CC=4)C(C)(C)C=3C=CC=2)C=CC=CC=1, predict the reaction product. The product is: [CH2:12]([CH:14]1[N:18]([C:2]2[CH:9]=[CH:8][C:5]([C:6]#[N:7])=[C:4]([O:10][CH3:11])[CH:3]=2)[C:17](=[O:19])[C:16]([CH3:21])([CH3:20])[C:15]1=[O:22])[CH3:13]. (2) Given the reactants [CH2:1]([O:8][CH2:9][CH2:10][O:11][C@@H:12]1[CH2:16][O:15][CH2:14][C@H:13]1[OH:17])[C:2]1[CH:7]=[CH:6][CH:5]=[CH:4][CH:3]=1.[CH:18]([O:20][CH2:21]C)=[CH2:19].C(N(CC)CC)C, predict the reaction product. The product is: [CH2:1]([O:8][CH2:9][CH2:10][O:11][C@H:12]1[C@H:13]([O:17][CH2:21][O:20][CH2:18][CH3:19])[CH2:14][O:15][CH2:16]1)[C:2]1[CH:7]=[CH:6][CH:5]=[CH:4][CH:3]=1. (3) The product is: [C:1]([O:5][C:6]([N:8]1[C:17]2[C:12](=[CH:13][CH:14]=[C:15]([C:18](=[O:19])[NH:64][C:61]3[CH:62]=[CH:63][C:58]([C:57]([O:56][CH2:54][CH3:55])=[O:65])=[CH:59][CH:60]=3)[CH:16]=2)[CH2:11][CH2:10][CH2:9]1)=[O:7])([CH3:4])([CH3:2])[CH3:3]. Given the reactants [C:1]([O:5][C:6]([N:8]1[C:17]2[C:12](=[CH:13][CH:14]=[C:15]([C:18](O)=[O:19])[CH:16]=2)[CH2:11][CH2:10][CH2:9]1)=[O:7])([CH3:4])([CH3:3])[CH3:2].C(N(C(C)C)CC)(C)C.F[P-](F)(F)(F)(F)F.N1(OC(N(C)C)=[N+](C)C)C2C=CC=CC=2N=N1.[CH2:54]([O:56][C:57](=[O:65])[C:58]1[CH:63]=[CH:62][C:61]([NH2:64])=[CH:60][CH:59]=1)[CH3:55], predict the reaction product. (4) Given the reactants [CH:1]1([C:4]2[CH:5]=[C:6]([CH:28]=[C:29]([O:32][CH2:33][CH3:34])[C:30]=2I)[CH2:7][N:8]2[CH2:11][C:10]3([CH2:15][C:14]([N:16]4[CH2:21][CH2:20][C:19]([CH3:27])([C:22]([O:24]CC)=[O:23])[CH2:18][CH2:17]4)=[N:13][O:12]3)[CH2:9]2)[CH2:3][CH2:2]1.[F:35][C:36]1[CH:37]=[C:38](B(O)O)[CH:39]=[N:40][CH:41]=1, predict the reaction product. The product is: [CH:1]1([C:4]2[CH:5]=[C:6]([CH:28]=[C:29]([O:32][CH2:33][CH3:34])[C:30]=2[C:38]2[CH:39]=[N:40][CH:41]=[C:36]([F:35])[CH:37]=2)[CH2:7][N:8]2[CH2:11][C:10]3([CH2:15][C:14]([N:16]4[CH2:17][CH2:18][C:19]([CH3:27])([C:22]([OH:24])=[O:23])[CH2:20][CH2:21]4)=[N:13][O:12]3)[CH2:9]2)[CH2:2][CH2:3]1. (5) Given the reactants [CH3:1][C:2]1([CH3:32])[C:11]2[C:6](=[CH:7][C:8]([NH:12][C:13](=[O:31])[C:14]3[CH:19]=[CH:18][CH:17]=[CH:16][C:15]=3[NH:20][CH:21]([C:23]3[CH:28]=[CH:27][N:26]=[C:25]([NH:29][CH3:30])[N:24]=3)[CH3:22])=[CH:9][CH:10]=2)[CH2:5][NH:4][CH2:3]1, predict the reaction product. The product is: [CH3:32][C:2]1([CH3:1])[C:11]2[C:6](=[CH:7][C:8]([NH:12][C:13](=[O:31])[C:14]3[CH:19]=[CH:18][CH:17]=[CH:16][C:15]=3[NH:20][C@H:21]([C:23]3[CH:28]=[CH:27][N:26]=[C:25]([NH:29][CH3:30])[N:24]=3)[CH3:22])=[CH:9][CH:10]=2)[CH2:5][NH:4][CH2:3]1. (6) The product is: [Br:95][C@H:18]1[CH2:19][CH2:20][C@@:21]2([CH3:22])[C:16](=[CH:15][CH2:14][C@@H:13]3[C@@H:23]2[CH2:24][CH2:25][C@@:26]2([CH3:27])[C@H:12]3[CH2:11][CH2:10][C@@H:9]2[C@H:7]([CH3:8])[CH2:6][CH2:5][CH2:4][CH:2]([CH3:1])[CH3:3])[CH2:17]1. Given the reactants [CH3:1][CH:2]([CH2:4][CH2:5][CH2:6][C@H:7]([C@@H:9]1[C@:26]2([CH3:27])[C@H:12]([C@H:13]3[C@H:23]([CH2:24][CH2:25]2)[C@:21]2([CH3:22])[C:16]([CH2:17][C@@H:18](O)[CH2:19][CH2:20]2)=[CH:15][CH2:14]3)[CH2:11][CH2:10]1)[CH3:8])[CH3:3].CC(CCC[C@H]([C@@H]1[C@]2(C)[C@H]([C@H]3[C@H](CC2)[C@]2(C)C(C[C@@H](NCCCNC(=O)CCNC(=O)CCNC(=O)CCCCCNC4C=CC([N+]([O-])=O)=CC=4[N+]([O-])=O)CC2)=CC3)CC1)C)C.C[Si]([Br:95])(C)C.B(F)(F)F.CCOCC, predict the reaction product. (7) Given the reactants [F:1][C:2]1[CH:3]=[C:4]([CH:8]=[CH:9][C:10]=1[N+:11]([O-:13])=[O:12])[C:5]([OH:7])=O.[CH2:14]([O:16][CH2:17][CH2:18][NH2:19])[CH3:15].C(N(CC)C(C)C)(C)C.Cl.CN(C)CCCN=C=NCC.O.ON1C2C=CC=CC=2N=N1, predict the reaction product. The product is: [CH2:14]([O:16][CH2:17][CH2:18][NH:19][C:5](=[O:7])[C:4]1[CH:8]=[CH:9][C:10]([N+:11]([O-:13])=[O:12])=[C:2]([F:1])[CH:3]=1)[CH3:15]. (8) Given the reactants N[C@@H:2]([CH2:20][C:21]1C=CC=CC=1)[C:3](NCCC1C=C(Cl)C=CC=1N1C=NN=N1)=[O:4].[Cl:27][C:28]1[CH:29]=[CH:30][C:31]([N:37]2[CH:41]=[N:40][N:39]=[N:38]2)=[C:32]([CH2:34][CH2:35][NH2:36])[CH:33]=1.C(O[C:47]([NH:49][C@@H:50]([CH2:54][C:55]1[CH:60]=[CH:59][CH:58]=[CH:57][CH:56]=1)[C:51]([OH:53])=O)=[O:48])(C)(C)C.C(Cl)CCl.C1C=CC2N([OH:74])N=NC=2C=1.CCN([CH:81]([CH3:83])[CH3:82])C(C)C, predict the reaction product. The product is: [Cl:27][C:28]1[CH:29]=[CH:30][C:31]([N:37]2[CH:41]=[N:40][N:39]=[N:38]2)=[C:32]([CH:33]=1)[CH2:34][CH2:35][NH:36][C:51](=[O:53])[C@@H:50]([NH:49][C:47]([C:82]1[CH:81]=[CH:83][C:2]([C:3]([OH:74])=[O:4])=[CH:20][CH:21]=1)=[O:48])[CH2:54][C:55]1[CH:56]=[CH:57][CH:58]=[CH:59][CH:60]=1. (9) Given the reactants C(O)(C(F)(F)F)=O.[C:8]([C:10]1[N:11]=[CH:12][C:13]([NH:18][C:19]2[N:24]=[CH:23][N:22]=[C:21]([NH:25][CH2:26][CH:27]3[CH2:32][CH2:31][N:30](C(OC(C)(C)C)=O)[CH2:29][CH2:28]3)[CH:20]=2)=[N:14][C:15]=1[O:16][CH3:17])#[N:9], predict the reaction product. The product is: [CH3:17][O:16][C:15]1[C:10]([C:8]#[N:9])=[N:11][CH:12]=[C:13]([NH:18][C:19]2[CH:20]=[C:21]([NH:25][CH2:26][CH:27]3[CH2:28][CH2:29][NH:30][CH2:31][CH2:32]3)[N:22]=[CH:23][N:24]=2)[N:14]=1. (10) Given the reactants Br[C:2]1[C:3]2[N:4]([N:9]=[CH:10][N:11]=2)[CH:5]=[C:6]([Cl:8])[CH:7]=1.[O:12]1[CH2:15][CH:14]([N:16]2[CH2:21][CH2:20][N:19]([C:22]3[CH:23]=[CH:24][C:25]([NH2:28])=[N:26][CH:27]=3)[CH2:18][CH2:17]2)[CH2:13]1.C(=O)([O-])[O-].[Cs+].[Cs+].CC1(C)C2C(=C(P(C3C=CC=CC=3)C3C=CC=CC=3)C=CC=2)OC2C(P(C3C=CC=CC=3)C3C=CC=CC=3)=CC=CC1=2, predict the reaction product. The product is: [Cl:8][C:6]1[CH:7]=[C:2]([NH:28][C:25]2[CH:24]=[CH:23][C:22]([N:19]3[CH2:20][CH2:21][N:16]([CH:14]4[CH2:13][O:12][CH2:15]4)[CH2:17][CH2:18]3)=[CH:27][N:26]=2)[C:3]2[N:4]([N:9]=[CH:10][N:11]=2)[CH:5]=1.